This data is from Catalyst prediction with 721,799 reactions and 888 catalyst types from USPTO. The task is: Predict which catalyst facilitates the given reaction. (1) Product: [F:1][C:2]1[CH:3]=[CH:4][C:5]([C:8]2([C:13]([NH:16][CH2:17][CH2:18][CH2:19][N:20]3[CH2:25][CH2:24][CH:23]([C:26]4[CH:31]=[CH:30][CH:29]=[C:28]([NH:32][C:33](=[O:37])[CH:34]([CH3:35])[CH3:36])[CH:27]=4)[CH2:22][CH2:21]3)=[O:15])[CH2:9][CH2:10][CH2:11][CH2:12]2)=[CH:6][CH:7]=1. The catalyst class is: 3. Reactant: [F:1][C:2]1[CH:7]=[CH:6][C:5]([C:8]2([C:13]([OH:15])=O)[CH2:12][CH2:11][CH2:10][CH2:9]2)=[CH:4][CH:3]=1.[NH2:16][CH2:17][CH2:18][CH2:19][N:20]1[CH2:25][CH2:24][CH:23]([C:26]2[CH:27]=[C:28]([NH:32][C:33](=[O:37])[CH:34]([CH3:36])[CH3:35])[CH:29]=[CH:30][CH:31]=2)[CH2:22][CH2:21]1.C(Cl)(Cl)Cl. (2) Reactant: [Cl:1][C:2]1[CH:8]=[C:7]([O:9][C:10]2[C:11]3[N:18]([CH3:19])[CH:17]=[CH:16][C:12]=3[N:13]=[CH:14][N:15]=2)[CH:6]=[CH:5][C:3]=1[NH2:4].N1C=CC=CC=1.Cl[C:27](OC1C=CC=CC=1)=[O:28].[N:36]1([CH2:42][C:43]2[CH:49]=[CH:48][C:46]([NH2:47])=[CH:45][C:44]=2[C:50]([F:53])([F:52])[F:51])[CH2:41][CH2:40][O:39][CH2:38][CH2:37]1. Product: [Cl:1][C:2]1[CH:8]=[C:7]([O:9][C:10]2[C:11]3[N:18]([CH3:19])[CH:17]=[CH:16][C:12]=3[N:13]=[CH:14][N:15]=2)[CH:6]=[CH:5][C:3]=1[NH:4][C:27]([NH:47][C:46]1[CH:48]=[CH:49][C:43]([CH2:42][N:36]2[CH2:41][CH2:40][O:39][CH2:38][CH2:37]2)=[C:44]([C:50]([F:51])([F:53])[F:52])[CH:45]=1)=[O:28]. The catalyst class is: 60.